From a dataset of Forward reaction prediction with 1.9M reactions from USPTO patents (1976-2016). Predict the product of the given reaction. Given the reactants [I:1][CH2:2][CH:3]1[CH2:7][CH2:6][O:5][CH2:4]1.[C:8]1([P:14]([C:21]2[CH:26]=[CH:25][CH:24]=[CH:23][CH:22]=2)[C:15]2[CH:20]=[CH:19][CH:18]=[CH:17][CH:16]=2)[CH:13]=[CH:12][CH:11]=[CH:10][CH:9]=1, predict the reaction product. The product is: [I-:1].[C:21]1([P+:14]([C:8]2[CH:9]=[CH:10][CH:11]=[CH:12][CH:13]=2)([C:15]2[CH:20]=[CH:19][CH:18]=[CH:17][CH:16]=2)[CH2:2][CH:3]2[CH2:7][CH2:6][O:5][CH2:4]2)[CH:22]=[CH:23][CH:24]=[CH:25][CH:26]=1.